Dataset: Full USPTO retrosynthesis dataset with 1.9M reactions from patents (1976-2016). Task: Predict the reactants needed to synthesize the given product. (1) Given the product [C:1]([C:5]1[C:14]2[CH:13]=[C:12]([NH:15][C:18]3[CH:23]=[CH:22][C:21]([C:64]([O:65][CH2:70][CH3:71])=[O:67])=[CH:20][CH:19]=3)[CH:11]=[CH:10][C:9]=2[C:8]([CH3:17])([CH3:16])[CH2:7][CH:6]=1)([CH3:4])([CH3:2])[CH3:3], predict the reactants needed to synthesize it. The reactants are: [C:1]([C:5]1[C:14]2[CH:13]=[C:12]([NH2:15])[CH:11]=[CH:10][C:9]=2[C:8]([CH3:17])([CH3:16])[CH2:7][CH:6]=1)([CH3:4])([CH3:3])[CH3:2].[C:18]1(P([C:18]2[CH:23]=[CH:22][CH:21]=[CH:20][CH:19]=2)[C:18]2[CH:23]=[CH:22][C:21]3[C:20](=CC=CC=3)[C:19]=2[C:18]2[C:23]3[C:22](=CC=CC=3)[CH:21]=[CH:20][C:19]=2P([C:18]2[CH:23]=[CH:22][CH:21]=[CH:20][CH:19]=2)[C:18]2[CH:23]=[CH:22][CH:21]=[CH:20][CH:19]=2)[CH:23]=[CH:22][CH:21]=[CH:20][CH:19]=1.[C:64](=[O:67])([O-])[O-:65].[Cs+].[Cs+].[C:70]1(C)C=CC=C[CH:71]=1. (2) Given the product [C:1]([O:5][C:6](=[O:37])[CH2:7][O:8][C:9]1[C:14]2[CH2:15][CH2:16][CH2:17][CH2:18][CH:19]([N:20]([S:21]([C:24]3[CH:29]=[C:28]([C:30]([F:33])([F:32])[F:31])[CH:27]=[C:26]([C:34](=[O:36])[CH3:35])[CH:25]=3)(=[O:22])=[O:23])[CH3:40])[C:13]=2[CH:12]=[CH:11][CH:10]=1)([CH3:4])([CH3:2])[CH3:3], predict the reactants needed to synthesize it. The reactants are: [C:1]([O:5][C:6](=[O:37])[CH2:7][O:8][C:9]1[C:14]2[CH2:15][CH2:16][CH2:17][CH2:18][CH:19]([NH:20][S:21]([C:24]3[CH:29]=[C:28]([C:30]([F:33])([F:32])[F:31])[CH:27]=[C:26]([C:34](=[O:36])[CH3:35])[CH:25]=3)(=[O:23])=[O:22])[C:13]=2[CH:12]=[CH:11][CH:10]=1)([CH3:4])([CH3:3])[CH3:2].CI.[C:40]([O-])([O-])=O.[K+].[K+].